Task: Regression/Classification. Given a drug SMILES string, predict its absorption, distribution, metabolism, or excretion properties. Task type varies by dataset: regression for continuous measurements (e.g., permeability, clearance, half-life) or binary classification for categorical outcomes (e.g., BBB penetration, CYP inhibition). Dataset: cyp2c9_veith.. Dataset: CYP2C9 inhibition data for predicting drug metabolism from PubChem BioAssay (1) The compound is CCOC(=O)Cc1csc(NC(=O)c2sc3nc4ccc(CC)cc4cc3c2N)n1. The result is 1 (inhibitor). (2) The molecule is CO[C@]1(NC(=O)C2SC(=C(C(N)=O)C(=O)O)S2)C(=O)N2C(C(=O)O)=C(CSc3nnnn3C)CS[C@H]21. The result is 0 (non-inhibitor). (3) The compound is N=C(N)SCc1ccc(Cl)c2ccccc12.O=[N+]([O-])c1c(O)c(Cl)cc(Cl)c1Cl. The result is 1 (inhibitor). (4) The compound is COc1ccc2[nH]cc(CCNc3ncncc3-c3cccc(C#N)c3)c2c1. The result is 1 (inhibitor). (5) The compound is CNc1cc(NS(=O)(=O)c2ccc(N)cc2)nc(NC)n1. The result is 1 (inhibitor). (6) The drug is CCOC(=O)c1c(NC(=O)c2c(Br)cnn2C)c(C#N)nn1-c1ccccc1. The result is 1 (inhibitor).